Dataset: Reaction yield outcomes from USPTO patents with 853,638 reactions. Task: Predict the reaction yield, written as a fraction of the theoretical maximum amount of product (1.0 means a 100% yield; for example, 0.34 means a 34% yield). (1) The reactants are [ClH:1].O1CCOCC1.OC(C(F)(F)F)=O.[C:15]1([S:21]([N:24]2[CH2:29][CH2:28][N:27](C(OC(C)(C)C)=O)[CH2:26][CH:25]2[CH2:37][O:38][C:39]2[CH:40]=[N:41][CH:42]=[CH:43][CH:44]=2)(=[O:23])=[O:22])[CH:20]=[CH:19][CH:18]=[CH:17][CH:16]=1. No catalyst specified. The product is [ClH:1].[ClH:1].[C:15]1([S:21]([N:24]2[CH2:29][CH2:28][NH:27][CH2:26][CH:25]2[CH2:37][O:38][C:39]2[CH:40]=[N:41][CH:42]=[CH:43][CH:44]=2)(=[O:22])=[O:23])[CH:20]=[CH:19][CH:18]=[CH:17][CH:16]=1. The yield is 0.910. (2) The reactants are Br[C:2]1[CH:7]=[CH:6][C:5]([Br:8])=[CH:4][N:3]=1.[Li]CCCC.[CH3:14][S:15]SC. The catalyst is C1(C)C=CC=CC=1. The product is [Br:8][C:5]1[CH:6]=[CH:7][C:2]([S:15][CH3:14])=[N:3][CH:4]=1. The yield is 0.640. (3) The reactants are [CH2:1]([C:13]1[CH:17]=[CH:16][S:15][C:14]=1[CH:18]=O)[CH2:2][CH2:3][CH2:4][CH2:5][CH2:6][CH2:7][CH2:8][CH2:9][CH2:10][CH2:11][CH3:12]. The catalyst is C1COCC1.Cl[Ti](Cl)(Cl)Cl.[Zn]. The product is [CH2:1]([C:13]1[CH:17]=[CH:16][S:15][C:14]=1/[CH:18]=[CH:18]/[C:14]1[S:15][CH:16]=[CH:17][C:13]=1[CH2:1][CH2:2][CH2:3][CH2:4][CH2:5][CH2:6][CH2:7][CH2:8][CH2:9][CH2:10][CH2:11][CH3:12])[CH2:2][CH2:3][CH2:4][CH2:5][CH2:6][CH2:7][CH2:8][CH2:9][CH2:10][CH2:11][CH3:12]. The yield is 0.750. (4) The reactants are C[O:2][C:3](=[O:29])[CH2:4][CH2:5][C:6]1[CH:11]=[CH:10][C:9]([O:12][CH2:13][CH2:14][C:15]2[N:16]=[C:17]([C:21]3[CH:26]=[CH:25][CH:24]=[CH:23][CH:22]=3)[O:18][C:19]=2[CH3:20])=[C:8]([CH2:27][NH2:28])[CH:7]=1.FC(F)(F)C(O)=O.C(N(CC)CC)C.[Cl:44][C:45]1[S:46][C:47]([Cl:53])=[CH:48][C:49]=1[C:50](Cl)=[O:51].CNCCNC. The catalyst is C(Cl)Cl.CO.C(Cl)Cl.CO. The product is [Cl:44][C:45]1[S:46][C:47]([Cl:53])=[CH:48][C:49]=1[C:50]([NH:28][CH2:27][C:8]1[CH:7]=[C:6]([CH2:5][CH2:4][C:3]([OH:2])=[O:29])[CH:11]=[CH:10][C:9]=1[O:12][CH2:13][CH2:14][C:15]1[N:16]=[C:17]([C:21]2[CH:26]=[CH:25][CH:24]=[CH:23][CH:22]=2)[O:18][C:19]=1[CH3:20])=[O:51]. The yield is 0.260. (5) The reactants are [CH:1]1([C:4]2[NH:5][C:6]3[C:11]([CH:12]=2)=[CH:10][C:9]([N+:13]([O-])=O)=[CH:8][CH:7]=3)[CH2:3][CH2:2]1. The catalyst is CO.[Ni]. The product is [CH:1]1([C:4]2[NH:5][C:6]3[C:11]([CH:12]=2)=[CH:10][C:9]([NH2:13])=[CH:8][CH:7]=3)[CH2:3][CH2:2]1. The yield is 0.560. (6) The reactants are [O:1]1[C:5]([C:6]([NH:8][C:9]2[CH:14]=[CH:13][CH:12]=[C:11]([C:15]3[C:23]4[C:18](=[CH:19][CH:20]=[C:21]([C:24]5[N:28]=[CH:27][N:26](C(C6C=CC=CC=6)(C6C=CC=CC=6)C6C=CC=CC=6)[N:25]=5)[CH:22]=4)[N:17](C4CCCCO4)[N:16]=3)[CH:10]=2)=[O:7])=[CH:4][CH:3]=[N:2]1. The catalyst is Cl.O1CCOCC1. The product is [NH:26]1[CH:27]=[N:28][C:24]([C:21]2[CH:22]=[C:23]3[C:18](=[CH:19][CH:20]=2)[NH:17][N:16]=[C:15]3[C:11]2[CH:10]=[C:9]([NH:8][C:6]([C:5]3[O:1][N:2]=[CH:3][CH:4]=3)=[O:7])[CH:14]=[CH:13][CH:12]=2)=[N:25]1. The yield is 0.0500. (7) The reactants are O(C1C=C(C=CC=1)C[O:12][C:13]12[CH2:19][C:16](/[CH:20]=[CH:21]/[C:22]([O:24][CH3:25])=[O:23])([CH2:17][CH2:18]1)[CH2:15][CH2:14]2)C1C=CC=CC=1. The catalyst is CO.[Pd]. The product is [OH:12][C:13]12[CH2:19][C:16]([CH2:20][CH2:21][C:22]([O:24][CH3:25])=[O:23])([CH2:15][CH2:14]1)[CH2:17][CH2:18]2. The yield is 0.940. (8) The reactants are [F:1][C:2]([F:25])([F:24])[S:3]([NH:6][C:7]1[CH:8]=[C:9]([C:13]2[CH:18]=[CH:17][CH:16]=[C:15]([C:19]([O:21]CC)=[O:20])[CH:14]=2)[CH:10]=[CH:11][CH:12]=1)(=[O:5])=[O:4].[OH-].[Na+].O. The catalyst is C1COCC1. The product is [F:24][C:2]([F:1])([F:25])[S:3]([NH:6][C:7]1[CH:8]=[C:9]([C:13]2[CH:18]=[CH:17][CH:16]=[C:15]([C:19]([OH:21])=[O:20])[CH:14]=2)[CH:10]=[CH:11][CH:12]=1)(=[O:4])=[O:5]. The yield is 0.650. (9) The reactants are [F:1][C:2]1[CH:3]=[CH:4][C:5]([SH:11])=[C:6]([CH:10]=1)[C:7]([OH:9])=[O:8].SC1C=CC=CC=1C(O)=O.Cl[C:23]1[CH:31]=[CH:30][C:29]([C:32]([F:35])([F:34])[F:33])=[CH:28][C:24]=1[C:25]([OH:27])=[O:26]. No catalyst specified. The product is [C:25]([C:24]1[CH:28]=[C:29]([C:32]([F:33])([F:34])[F:35])[CH:30]=[CH:31][C:23]=1[S:11][C:5]1[CH:4]=[CH:3][C:2]([F:1])=[CH:10][C:6]=1[C:7]([OH:9])=[O:8])([OH:27])=[O:26]. The yield is 0.950.